Dataset: Experimentally validated miRNA-target interactions with 360,000+ pairs, plus equal number of negative samples. Task: Binary Classification. Given a miRNA mature sequence and a target amino acid sequence, predict their likelihood of interaction. The protein sequence of the target gene is MTMSSFLINSNYIEPKFPPFEEYAQHSGSGGADGGPGGGPGYQQPPAPPTQHLPLQQPQLPHAGGGREPTASYYAPRTAREPAYPAAALYPAHGAADTAYPYGYRGGASPGRPPQPEQPPAQAKGPAHGLHASHVLQPQLPPPLQPRAVPPAAPRRCEAAPATPGVPAGGSAPACPLLLADKSPLGLKGKEPVVYPWMKKIHVSAVNPSYNGGEPKRSRTAYTRQQVLELEKEFHFNRYLTRRRRIEIAHTLCLSERQVKIWFQNRRMKWKKDHKLPNTKMRSSNSASASAGPPGKAQTQ.... The miRNA is hsa-miR-521 with sequence AACGCACUUCCCUUUAGAGUGU. Result: 0 (no interaction).